Dataset: Reaction yield outcomes from USPTO patents with 853,638 reactions. Task: Predict the reaction yield, written as a fraction of the theoretical maximum amount of product (1.0 means a 100% yield; for example, 0.34 means a 34% yield). (1) The yield is 0.520. The reactants are Br[C:2]1[CH:7]=[CH:6][CH:5]=[C:4]([N+:8]([O-:10])=[O:9])[CH:3]=1.[NH:11]1[CH2:15][CH2:14][CH2:13][C:12]1=[O:16].C([O-])(=O)C.[K+]. The product is [N+:8]([C:4]1[CH:3]=[C:2]([N:11]2[CH2:15][CH2:14][CH2:13][C:12]2=[O:16])[CH:7]=[CH:6][CH:5]=1)([O-:10])=[O:9]. The catalyst is C1(C)C(C)=CC=CC=1.[Cu]. (2) The reactants are [Br:1][C:2]1[CH:3]=[C:4]2[C:9](=[CH:10][CH:11]=1)[N:8]([CH:12]=O)[CH2:7][CH2:6][C:5]2([CH3:15])[CH3:14].[CH2:16]([Mg]Br)[CH3:17].C(OCC)C. The catalyst is O1CCCC1. The product is [Br:1][C:2]1[CH:3]=[C:4]2[C:9](=[CH:10][CH:11]=1)[N:8]([CH:12]1[CH2:17][CH2:16]1)[CH2:7][CH2:6][C:5]2([CH3:15])[CH3:14]. The yield is 0.640. (3) The reactants are [F:1][C:2]1[CH:7]=[CH:6][C:5]([S:8]([N:11]([CH2:15][C:16]([O:18]C)=[O:17])[CH:12]([CH3:14])[CH3:13])(=[O:10])=[O:9])=[CH:4][CH:3]=1.[Li+].[OH-].C1COCC1. The catalyst is O. The product is [F:1][C:2]1[CH:3]=[CH:4][C:5]([S:8]([N:11]([CH2:15][C:16]([OH:18])=[O:17])[CH:12]([CH3:14])[CH3:13])(=[O:9])=[O:10])=[CH:6][CH:7]=1. The yield is 0.530. (4) The reactants are C[Li].[C:3]([O:7][C:8]([NH:10][C:11]1[CH:16]=[C:15]([CH2:17][C:18]([O:20]CC)=O)[CH:14]=[CH:13][N:12]=1)=[O:9])([CH3:6])([CH3:5])[CH3:4].[CH:23](O)(C)C. The catalyst is C1COCC1. The product is [O:20]=[C:18]([CH3:23])[CH2:17][C:15]1[CH:14]=[CH:13][N:12]=[C:11]([NH:10][C:8](=[O:9])[O:7][C:3]([CH3:4])([CH3:5])[CH3:6])[CH:16]=1. The yield is 0.210. (5) The reactants are [NH2:1][C:2]1[S:3]/[C:4](=[CH:8]\[C:9]2[CH:14]=[C:13]([O:15][CH2:16][CH2:17][CH3:18])[C:12]([OH:19])=[C:11]([Cl:20])[CH:10]=2)/[C:5](=[O:7])[N:6]=1.C(O)(=O)C.Br[CH2:26][C:27]([C:29]1[CH:30]=[N:31][C:32]([N:35]2[CH:39]=[C:38]([CH3:40])[N:37]=[CH:36]2)=[CH:33][CH:34]=1)=O. No catalyst specified. The product is [Cl:20][C:11]1[CH:10]=[C:9](/[CH:8]=[C:4]2/[C:5](=[O:7])[N:6]3[CH:26]=[C:27]([C:29]4[CH:30]=[N:31][C:32]([N:35]5[CH:39]=[C:38]([CH3:40])[N:37]=[CH:36]5)=[CH:33][CH:34]=4)[N:1]=[C:2]3[S:3]/2)[CH:14]=[C:13]([O:15][CH2:16][CH2:17][CH3:18])[C:12]=1[OH:19]. The yield is 0.230. (6) The reactants are F[C:2]1[CH:15]=[CH:14][C:5]([C:6]([C:8]2[CH:13]=[CH:12][CH:11]=[CH:10][CH:9]=2)=[O:7])=[CH:4][CH:3]=1.[NH:16]([CH2:20][CH2:21][OH:22])[CH2:17][CH2:18][OH:19]. No catalyst specified. The product is [OH:19][CH2:18][CH2:17][N:16]([CH2:20][CH2:21][OH:22])[C:2]1[CH:15]=[CH:14][C:5]([C:6]([C:8]2[CH:13]=[CH:12][CH:11]=[CH:10][CH:9]=2)=[O:7])=[CH:4][CH:3]=1. The yield is 0.910. (7) The reactants are C(=O)(OC)O[CH2:3]/[CH:4]=[CH:5]/[C:6]1[CH:11]=[CH:10][CH:9]=[CH:8][CH:7]=1.[CH3:15][O:16][CH2:17][CH2:18][NH2:19]. The catalyst is CCO.CCOCC. The product is [CH3:15][O:16][CH2:17][CH2:18][NH:19][C@H:5]([C:6]1[CH:7]=[CH:8][CH:9]=[CH:10][CH:11]=1)[CH:4]=[CH2:3]. The yield is 0.750.